From a dataset of Forward reaction prediction with 1.9M reactions from USPTO patents (1976-2016). Predict the product of the given reaction. The product is: [C:6]([NH:8][CH:9]([CH2:13][C:14]1[CH:19]=[CH:18][C:17]([CH:20]2[S:24](=[O:26])(=[O:25])[NH:23][C:22](=[O:31])[CH2:21]2)=[CH:16][CH:15]=1)[C:10]([NH:75][CH2:74][CH2:73][CH2:72][CH2:71][C:65]1[CH:70]=[CH:69][CH:68]=[CH:67][CH:66]=1)=[O:12])(=[O:7])[CH3:32]. Given the reactants C(O[C:6]([NH:8][C@@H:9]([CH2:13][C:14]1[CH:19]=[CH:18][C:17]([CH:20]2[S:24](=[O:26])(=[O:25])[N:23](C(C)(C)C)[C:22](=[O:31])[CH2:21]2)=[CH:16][CH:15]=1)[C:10]([OH:12])=O)=[O:7])(C)(C)C.[CH:32](N(CC)C(C)C)(C)C.F[P-](F)(F)(F)(F)F.C[N+](C)=C(N(C)C)ON1C2N=CC=CC=2N=N1.[C:65]1([CH2:71][CH2:72][CH2:73][CH2:74][NH2:75])[CH:70]=[CH:69][CH:68]=[CH:67][CH:66]=1, predict the reaction product.